This data is from Forward reaction prediction with 1.9M reactions from USPTO patents (1976-2016). The task is: Predict the product of the given reaction. (1) Given the reactants [NH:1]1[C:9]2[C:4](=[CH:5][CH:6]=[CH:7][CH:8]=2)[C:3]2([C:13](=[O:14])[NH:12][C:11](=[O:15])[NH:10]2)[C:2]1=[O:16].O=C1NC2(C3C(=CC=CC=3)CCC2)C(=O)N1[CH2:33][C:34]([OH:36])=[O:35].CCN([CH:43]([CH3:45])[CH3:44])C(C)C.[CH3:46]C#N, predict the reaction product. The product is: [O:15]=[C:11]1[NH:10][C:3]2([C:4]3[C:9](=[CH:8][CH:7]=[CH:6][CH:5]=3)[NH:1][C:2]2=[O:16])[C:13](=[O:14])[N:12]1[CH2:33][C:34]([O:36][C:43]([CH3:45])([CH3:46])[CH3:44])=[O:35]. (2) Given the reactants [C:1]([C:5]1[N:10]=[C:9]([CH:11]2[CH2:14][CH2:13][CH2:12]2)[CH:8]=[C:7]([N:15]2[CH2:20][CH2:19][NH:18][CH2:17][CH2:16]2)[N:6]=1)([CH3:4])([CH3:3])[CH3:2].O=[CH:22][CH2:23][C@H:24]1[CH2:29][CH2:28][C@H:27]([NH:30][C:31](=[O:37])[O:32][C:33]([CH3:36])([CH3:35])[CH3:34])[CH2:26][CH2:25]1.CC(O)=O.[Na], predict the reaction product. The product is: [C:1]([C:5]1[N:6]=[C:7]([N:15]2[CH2:20][CH2:19][N:18]([CH2:22][CH2:23][C@H:24]3[CH2:25][CH2:26][C@H:27]([NH:30][C:31](=[O:37])[O:32][C:33]([CH3:36])([CH3:35])[CH3:34])[CH2:28][CH2:29]3)[CH2:17][CH2:16]2)[CH:8]=[C:9]([CH:11]2[CH2:12][CH2:13][CH2:14]2)[N:10]=1)([CH3:4])([CH3:2])[CH3:3]. (3) The product is: [CH3:79][O:78][C:75]1[CH:76]=[CH:77][C:72]([C:71]([O:70][CH2:69][C@H:68]2[O:67][C@@H:66]([N:94]3[CH:102]=[C:100]([CH3:101])[C:98](=[O:99])[NH:97][C:95]3=[O:96])[CH2:65][C@@H:64]2[OH:63])([C:88]2[CH:89]=[CH:90][CH:91]=[CH:92][CH:93]=2)[C:80]2[CH:85]=[CH:84][C:83]([O:86][CH3:87])=[CH:82][CH:81]=2)=[CH:73][CH:74]=1. Given the reactants [C@@H]1(N2C=C(C)C(=O)NC2=O)O[C@H](CO)[C@@H](O)C1.COC1C(OC)=C(C=CC=1)C(Cl)(C1C=CC=CC=1)C1C=CC=CC=1.COC1C=CC(C([O:63][C@@H:64]2[C@@H:68]([CH2:69][O:70][C:71]([C:88]3[CH:93]=[CH:92][CH:91]=[CH:90][CH:89]=3)([C:80]3[CH:85]=[CH:84][C:83]([O:86][CH3:87])=[CH:82][CH:81]=3)[C:72]3[CH:77]=[CH:76][C:75]([O:78][CH3:79])=[CH:74][CH:73]=3)[O:67][C@@H:66]([N:94]3[CH:102]=[C:100]([CH3:101])[C:98](=[O:99])[NH:97][C:95]3=[O:96])[CH2:65]2)(C2C=CC=CC=2)C2C=CC(OC)=CC=2)=CC=1, predict the reaction product. (4) Given the reactants [CH:1]1([C:6]2[CH:7]=[N:8][N:9]3[CH2:14][CH2:13][N:12](C(OC(C)(C)C)=O)[CH2:11][C:10]=23)[CH2:5][CH2:4][CH2:3][CH2:2]1, predict the reaction product. The product is: [CH:1]1([C:6]2[CH:7]=[N:8][N:9]3[CH2:14][CH2:13][NH:12][CH2:11][C:10]=23)[CH2:2][CH2:3][CH2:4][CH2:5]1. (5) Given the reactants [Cl:1][C:2]1[C:3]([O:19][CH:20]([CH3:22])[CH3:21])=[C:4]([CH:17]=[O:18])[CH:5]=[C:6]2[C:11]=1[O:10][C:9]([CH3:13])([CH3:12])[CH:8]=[C:7]2[CH:14]([CH3:16])[CH3:15].[CH3:23][Mg]Cl, predict the reaction product. The product is: [Cl:1][C:2]1[C:3]([O:19][CH:20]([CH3:22])[CH3:21])=[C:4]([CH:17]([OH:18])[CH3:23])[CH:5]=[C:6]2[C:11]=1[O:10][C:9]([CH3:12])([CH3:13])[CH:8]=[C:7]2[CH:14]([CH3:16])[CH3:15].